Dataset: Full USPTO retrosynthesis dataset with 1.9M reactions from patents (1976-2016). Task: Predict the reactants needed to synthesize the given product. (1) Given the product [CH3:16][O:15][N:14]([CH3:13])[C:6](=[O:7])[C:5]1[CH:9]=[CH:10][CH:11]=[C:3]([S:2][CH3:1])[CH:4]=1, predict the reactants needed to synthesize it. The reactants are: [CH3:1][S:2][C:3]1[CH:4]=[C:5]([CH:9]=[CH:10][CH:11]=1)[C:6](O)=[O:7].Cl.[CH3:13][NH:14][O:15][CH3:16].ON1C2C=CC=CC=2N=N1.C(N=C=NCCCN(C)C)C.C([O-])(O)=O.[Na+]. (2) Given the product [CH3:30][O:27][C:26](=[O:28])[C@@H:25]([C:17]1[CH:16]=[C:15]([C:6]2[CH:7]=[CH:8][C:9]([C:11]([F:14])([F:13])[F:12])=[CH:10][C:5]=2[CH2:4][NH:3][CH2:1][CH3:2])[CH:20]=[C:19]([C:21]([F:22])([F:23])[F:24])[CH:18]=1)[CH3:29], predict the reactants needed to synthesize it. The reactants are: [CH2:1]([NH:3][CH2:4][C:5]1[CH:10]=[C:9]([C:11]([F:14])([F:13])[F:12])[CH:8]=[CH:7][C:6]=1[C:15]1[CH:20]=[C:19]([C:21]([F:24])([F:23])[F:22])[CH:18]=[C:17]([C@@H:25]([CH3:29])[C:26]([OH:28])=[O:27])[CH:16]=1)[CH3:2].[CH3:30]O. (3) Given the product [C:10]([O:14][C:15](=[O:23])[NH:16][CH:17]1[CH2:22][CH2:21][N:20]([S:38]([C:34]2[CH:33]=[C:32]3[C:37](=[CH:36][CH:35]=2)[N:29]([C:27]([CH:24]2[CH2:25][CH2:26]2)=[O:28])[CH2:30][CH2:31]3)(=[O:39])=[O:40])[CH2:19][CH2:18]1)([CH3:13])([CH3:11])[CH3:12], predict the reactants needed to synthesize it. The reactants are: C(N(C(C)C)CC)(C)C.[C:10]([O:14][C:15](=[O:23])[NH:16][CH:17]1[CH2:22][CH2:21][NH:20][CH2:19][CH2:18]1)([CH3:13])([CH3:12])[CH3:11].[CH:24]1([C:27]([N:29]2[C:37]3[C:32](=[CH:33][C:34]([S:38](Cl)(=[O:40])=[O:39])=[CH:35][CH:36]=3)[CH2:31][CH2:30]2)=[O:28])[CH2:26][CH2:25]1. (4) Given the product [CH3:1][CH:2]([CH3:29])[C:3]([NH:5][C:6]1[CH:11]=[CH:10][CH:9]=[C:8]([CH:12]2[CH2:17][CH2:16][N:15]([CH2:18][CH2:19][C:20]3[C:32]4[C:31](=[C:40]5[CH:39]=[CH:38][CH:37]=[CH:36][C:35]5=[CH:34][CH:33]=4)[NH:41][C:21]=3[C:22]3[CH:27]=[CH:26][CH:25]=[CH:24][CH:23]=3)[CH2:14][CH2:13]2)[CH:7]=1)=[O:4], predict the reactants needed to synthesize it. The reactants are: [CH3:1][CH:2]([CH3:29])[C:3]([NH:5][C:6]1[CH:11]=[CH:10][CH:9]=[C:8]([CH:12]2[CH2:17][CH2:16][N:15]([CH2:18][CH2:19][CH2:20][C:21](=O)[C:22]3[CH:27]=[CH:26][CH:25]=[CH:24][CH:23]=3)[CH2:14][CH2:13]2)[CH:7]=1)=[O:4].Cl.[C:31]1([NH:41]N)[C:40]2[C:35](=[CH:36][CH:37]=[CH:38][CH:39]=2)[CH:34]=[CH:33][CH:32]=1. (5) Given the product [C:3]([C:5]1[CH:6]=[CH:7][C:8]([CH:11]2[C:20]3[C:19](=[O:21])[CH2:18][CH2:17][CH2:16][C:15]=3[N:14]([C:22]3[CH:27]=[CH:26][CH:25]=[C:24]([C:28]([F:30])([F:31])[F:29])[CH:23]=3)[C:13](=[O:32])[N:12]2[CH:33]([CH3:38])[C:34]([OH:36])=[O:35])=[CH:9][CH:10]=1)#[N:4], predict the reactants needed to synthesize it. The reactants are: [OH-].[Li+].[C:3]([C:5]1[CH:10]=[CH:9][C:8]([CH:11]2[C:20]3[C:19](=[O:21])[CH2:18][CH2:17][CH2:16][C:15]=3[N:14]([C:22]3[CH:27]=[CH:26][CH:25]=[C:24]([C:28]([F:31])([F:30])[F:29])[CH:23]=3)[C:13](=[O:32])[N:12]2[CH:33]([CH3:38])[C:34]([O:36]C)=[O:35])=[CH:7][CH:6]=1)#[N:4].O. (6) Given the product [CH:36]1[C:37]2[CH:25]([CH2:24][O:23][C:21]([NH:1][C@H:2]([C:8]([O:10][C:11]([CH3:14])([CH3:13])[CH3:12])=[O:9])[CH2:3][CH2:4][C:5]([OH:7])=[O:6])=[O:22])[C:26]3[C:31](=[CH:30][CH:29]=[CH:28][CH:27]=3)[C:32]=2[CH:33]=[CH:34][CH:35]=1, predict the reactants needed to synthesize it. The reactants are: [NH2:1][C@H:2]([C:8]([O:10][C:11]([CH3:14])([CH3:13])[CH3:12])=[O:9])[CH2:3][CH2:4][C:5]([OH:7])=[O:6].C(=O)([O-])[O-].[Na+].[Na+].[C:21](Cl)([O:23][CH2:24][CH:25]1[C:37]2[C:32](=[CH:33][CH:34]=[CH:35][CH:36]=2)[C:31]2[C:26]1=[CH:27][CH:28]=[CH:29][CH:30]=2)=[O:22].Cl.C(O)(=O)CC(CC(O)=O)(C(O)=O)O.